Dataset: Forward reaction prediction with 1.9M reactions from USPTO patents (1976-2016). Task: Predict the product of the given reaction. (1) Given the reactants [F:1][C:2]1[CH:7]=[CH:6][C:5]([C:8]2[N:9]=[C:10]3[CH:15]=[CH:14][C:13]([N+:16]([O-])=O)=[CH:12][N:11]3[CH:19]=2)=[CH:4][CH:3]=1.C(OC)(C)(C)C, predict the reaction product. The product is: [F:1][C:2]1[CH:3]=[CH:4][C:5]([C:8]2[N:9]=[C:10]3[CH:15]=[CH:14][C:13]([NH2:16])=[CH:12][N:11]3[CH:19]=2)=[CH:6][CH:7]=1. (2) Given the reactants [CH2:1]([O:3][C:4]([C:6]1[CH:7]=[CH:8][N:9]2[CH2:14][CH2:13][S:12][CH2:11][C:10]=12)=[O:5])[CH3:2].[Cl:15][C:16]([Cl:21])([Cl:20])[C:17](Cl)=[O:18], predict the reaction product. The product is: [CH2:1]([O:3][C:4]([C:6]1[CH:7]=[C:8]([C:17](=[O:18])[C:16]([Cl:21])([Cl:20])[Cl:15])[N:9]2[CH2:14][CH2:13][S:12][CH2:11][C:10]=12)=[O:5])[CH3:2].